This data is from NCI-60 drug combinations with 297,098 pairs across 59 cell lines. The task is: Regression. Given two drug SMILES strings and cell line genomic features, predict the synergy score measuring deviation from expected non-interaction effect. (1) Drug 1: C1=CN(C=N1)CC(O)(P(=O)(O)O)P(=O)(O)O. Drug 2: CN(C(=O)NC(C=O)C(C(C(CO)O)O)O)N=O. Cell line: COLO 205. Synergy scores: CSS=-4.93, Synergy_ZIP=4.80, Synergy_Bliss=5.23, Synergy_Loewe=1.97, Synergy_HSA=-1.02. (2) Drug 1: CC1=C2C(C(=O)C3(C(CC4C(C3C(C(C2(C)C)(CC1OC(=O)C(C(C5=CC=CC=C5)NC(=O)C6=CC=CC=C6)O)O)OC(=O)C7=CC=CC=C7)(CO4)OC(=O)C)O)C)OC(=O)C. Drug 2: CC1CCCC2(C(O2)CC(NC(=O)CC(C(C(=O)C(C1O)C)(C)C)O)C(=CC3=CSC(=N3)C)C)C. Cell line: SK-MEL-5. Synergy scores: CSS=66.2, Synergy_ZIP=-0.0269, Synergy_Bliss=-0.917, Synergy_Loewe=-4.75, Synergy_HSA=3.42. (3) Drug 1: CC1=C2C(C(=O)C3(C(CC4C(C3C(C(C2(C)C)(CC1OC(=O)C(C(C5=CC=CC=C5)NC(=O)OC(C)(C)C)O)O)OC(=O)C6=CC=CC=C6)(CO4)OC(=O)C)O)C)O. Drug 2: C1CCC(C(C1)N)N.C(=O)(C(=O)[O-])[O-].[Pt+4]. Cell line: EKVX. Synergy scores: CSS=4.09, Synergy_ZIP=-1.97, Synergy_Bliss=0.685, Synergy_Loewe=1.83, Synergy_HSA=1.71. (4) Drug 1: C1CC(C1)(C(=O)O)C(=O)O.[NH2-].[NH2-].[Pt+2]. Drug 2: C1CN(CCN1C(=O)CCBr)C(=O)CCBr. Cell line: MCF7. Synergy scores: CSS=14.8, Synergy_ZIP=-6.88, Synergy_Bliss=-0.392, Synergy_Loewe=-1.99, Synergy_HSA=1.82. (5) Drug 1: CC1=C(C(CCC1)(C)C)C=CC(=CC=CC(=CC(=O)O)C)C. Drug 2: C(CCl)NC(=O)N(CCCl)N=O. Cell line: KM12. Synergy scores: CSS=-1.10, Synergy_ZIP=6.45, Synergy_Bliss=5.21, Synergy_Loewe=-9.99, Synergy_HSA=-5.58. (6) Drug 1: CNC(=O)C1=CC=CC=C1SC2=CC3=C(C=C2)C(=NN3)C=CC4=CC=CC=N4. Drug 2: CC1=C2C(C(=O)C3(C(CC4C(C3C(C(C2(C)C)(CC1OC(=O)C(C(C5=CC=CC=C5)NC(=O)OC(C)(C)C)O)O)OC(=O)C6=CC=CC=C6)(CO4)OC(=O)C)O)C)O. Cell line: MALME-3M. Synergy scores: CSS=20.9, Synergy_ZIP=-0.736, Synergy_Bliss=-2.33, Synergy_Loewe=-9.57, Synergy_HSA=-3.13. (7) Drug 1: CC1OCC2C(O1)C(C(C(O2)OC3C4COC(=O)C4C(C5=CC6=C(C=C35)OCO6)C7=CC(=C(C(=C7)OC)O)OC)O)O. Drug 2: COC1=NC(=NC2=C1N=CN2C3C(C(C(O3)CO)O)O)N. Cell line: SF-539. Synergy scores: CSS=38.8, Synergy_ZIP=1.39, Synergy_Bliss=1.70, Synergy_Loewe=-9.49, Synergy_HSA=2.23. (8) Drug 1: C1C(C(OC1N2C=NC3=C(N=C(N=C32)Cl)N)CO)O. Drug 2: CC1CCC2CC(C(=CC=CC=CC(CC(C(=O)C(C(C(=CC(C(=O)CC(OC(=O)C3CCCCN3C(=O)C(=O)C1(O2)O)C(C)CC4CCC(C(C4)OC)OCCO)C)C)O)OC)C)C)C)OC. Cell line: HOP-62. Synergy scores: CSS=37.7, Synergy_ZIP=2.09, Synergy_Bliss=0.324, Synergy_Loewe=-5.65, Synergy_HSA=-3.82. (9) Drug 1: CC12CCC(CC1=CCC3C2CCC4(C3CC=C4C5=CN=CC=C5)C)O. Drug 2: C1=CC(=C2C(=C1NCCNCCO)C(=O)C3=C(C=CC(=C3C2=O)O)O)NCCNCCO. Cell line: NCI-H226. Synergy scores: CSS=39.9, Synergy_ZIP=3.01, Synergy_Bliss=3.19, Synergy_Loewe=-24.7, Synergy_HSA=3.25.